Dataset: Full USPTO retrosynthesis dataset with 1.9M reactions from patents (1976-2016). Task: Predict the reactants needed to synthesize the given product. Given the product [C:1]([C:5]1[CH:6]=[C:7]([NH:17][C:18]([NH:20][C:21]2[S:22][C:23]([C:28]([N:30]3[CH2:31][CH2:32][O:33][CH2:34][CH2:35]3)=[S:45])=[C:24]([Cl:27])[C:25]=2[CH3:26])=[O:19])[N:8]([C:10]2[CH:11]=[CH:12][C:13]([F:16])=[CH:14][CH:15]=2)[N:9]=1)([CH3:3])([CH3:4])[CH3:2], predict the reactants needed to synthesize it. The reactants are: [C:1]([C:5]1[CH:6]=[C:7]([NH:17][C:18]([NH:20][C:21]2[S:22][C:23]([C:28]([N:30]3[CH2:35][CH2:34][O:33][CH2:32][CH2:31]3)=O)=[C:24]([Cl:27])[C:25]=2[CH3:26])=[O:19])[N:8]([C:10]2[CH:15]=[CH:14][C:13]([F:16])=[CH:12][CH:11]=2)[N:9]=1)([CH3:4])([CH3:3])[CH3:2].COC1C=CC(P2(SP(C3C=CC(OC)=CC=3)(=S)S2)=[S:45])=CC=1.